Dataset: Full USPTO retrosynthesis dataset with 1.9M reactions from patents (1976-2016). Task: Predict the reactants needed to synthesize the given product. (1) Given the product [CH:1]([C:4]1[CH:9]=[CH:8][C:7]([C:10]2[N:14]([CH2:15][CH2:16][O:17][CH3:18])[C:13]3[C:19]([O:38][CH3:39])=[CH:20][C:21]([CH2:27][C:28]4[C:29]([O:44][CH2:43][CH2:42][O:41][CH3:40])=[N:30][CH:31]=[CH:32][CH:33]=4)=[C:22]([C:23]([F:26])([F:25])[F:24])[C:12]=3[N:11]=2)=[CH:6][CH:5]=1)([CH3:3])[CH3:2], predict the reactants needed to synthesize it. The reactants are: [CH:1]([C:4]1[CH:9]=[CH:8][C:7]([C:10]2[N:14]([CH2:15][CH2:16][O:17][CH3:18])[C:13]3[C:19]([O:38][CH3:39])=[CH:20][C:21]([CH2:27][C:28]4[C:29](S(C)(=O)=O)=[N:30][CH:31]=[CH:32][CH:33]=4)=[C:22]([C:23]([F:26])([F:25])[F:24])[C:12]=3[N:11]=2)=[CH:6][CH:5]=1)([CH3:3])[CH3:2].[CH3:40][O:41][CH2:42][CH2:43][OH:44].[H-].[Na+]. (2) Given the product [NH2:1][C:2]1[CH:3]=[CH:4][C:5]([OH:11])=[C:6]([CH:10]=1)[C:7]([O:9][CH3:12])=[O:8], predict the reactants needed to synthesize it. The reactants are: [NH2:1][C:2]1[CH:10]=[C:6]([C:7]([OH:9])=[O:8])[C:5]([OH:11])=[CH:4][CH:3]=1.[CH3:12]O. (3) Given the product [CH2:30]([O:31][C:32](=[O:33])[CH:34]([C:35]1[S:39][CH:38]=[CH:37][CH:36]=1)[CH2:5][C:6]#[C:7][CH2:8][CH2:9][CH2:10][C:11]1[N:12]=[C:13]([C:17]2[CH:18]=[CH:19][CH:20]=[CH:21][CH:22]=2)[O:14][C:15]=1[CH3:16])[CH3:29], predict the reactants needed to synthesize it. The reactants are: COC(=O)C(N1C=CC=C1)[CH2:5][C:6]#[C:7][CH2:8][CH2:9][CH2:10][C:11]1[N:12]=[C:13]([C:17]2[CH:22]=[CH:21][CH:20]=[CH:19][CH:18]=2)[O:14][C:15]=1[CH3:16].[CH3:29][CH2:30][O:31][C:32]([CH2:34][C:35]1[S:39][CH:38]=[CH:37][CH:36]=1)=[O:33]. (4) Given the product [Br:1][C:2]1[N:7]=[C:6]([CH:8]([OH:16])[CH2:9][N:10]2[CH2:11][CH2:12][O:13][CH2:14][CH2:15]2)[CH:5]=[CH:4][CH:3]=1, predict the reactants needed to synthesize it. The reactants are: [Br:1][C:2]1[N:7]=[C:6]([C:8](=[O:16])[CH2:9][N:10]2[CH2:15][CH2:14][O:13][CH2:12][CH2:11]2)[CH:5]=[CH:4][CH:3]=1.[BH4-].[Na+].C(O)=O.